The task is: Predict which catalyst facilitates the given reaction.. This data is from Catalyst prediction with 721,799 reactions and 888 catalyst types from USPTO. The catalyst class is: 137. Reactant: C(OC(=O)[NH:7][C:8]1[S:9][C:10]2[CH2:19][CH2:18][C:17](=[O:20])[C:16]3[C:12](=[CH:13][N:14]([CH2:21][C:22]4[CH:27]=[CH:26][C:25]([O:28][CH3:29])=[CH:24][CH:23]=4)[N:15]=3)[C:11]=2[N:30]=1)(C)(C)C. Product: [NH2:7][C:8]1[S:9][C:10]2[CH2:19][CH2:18][C:17](=[O:20])[C:16]3[C:12](=[CH:13][N:14]([CH2:21][C:22]4[CH:27]=[CH:26][C:25]([O:28][CH3:29])=[CH:24][CH:23]=4)[N:15]=3)[C:11]=2[N:30]=1.